Dataset: Catalyst prediction with 721,799 reactions and 888 catalyst types from USPTO. Task: Predict which catalyst facilitates the given reaction. (1) Reactant: Cl.CN(C)S([N:7]1[CH:11]=[C:10]([CH:12]([OH:19])[C:13]2[CH:18]=[CH:17][CH:16]=[CH:15][CH:14]=2)[N:9]=[C:8]1[Si](C(C)(C)C)(C)C)(=O)=O. Product: [OH:19][CH:12]([C:13]1[CH:14]=[CH:15][CH:16]=[CH:17][CH:18]=1)[C:10]1[NH:9][CH:8]=[N:7][CH:11]=1. The catalyst class is: 5. (2) Reactant: [CH3:1][C:2]1([CH3:21])[CH2:11][CH:10]=[C:9]([C:12]2[S:13][CH:14]=[CH:15][CH:16]=2)[C:8]2[CH:7]=[C:6]([C:17]([O:19]C)=[O:18])[CH:5]=[CH:4][C:3]1=2.[OH-].[Na+]. Product: [CH3:1][C:2]1([CH3:21])[CH2:11][CH:10]=[C:9]([C:12]2[S:13][CH:14]=[CH:15][CH:16]=2)[C:8]2[CH:7]=[C:6]([C:17]([OH:19])=[O:18])[CH:5]=[CH:4][C:3]1=2. The catalyst class is: 301. (3) Reactant: Br.[NH2:2][C:3]1[N:4]([CH2:18][C:19]([CH3:22])([OH:21])[CH3:20])[C:5]2[C:14]3[CH:13]=[CH:12][C:11]([Br:15])=[CH:10][C:9]=3[N:8]=[C:7](Cl)[C:6]=2[N:17]=1.[NH3:23]. Product: [NH2:2][C:3]1[N:4]([CH2:18][C:19]([CH3:22])([OH:21])[CH3:20])[C:5]2[C:14]3[CH:13]=[CH:12][C:11]([Br:15])=[CH:10][C:9]=3[N:8]=[C:7]([NH2:23])[C:6]=2[N:17]=1. The catalyst class is: 5. (4) Reactant: [CH3:1][C:2]([C:4]1[CH:9]=[CH:8][CH:7]=[C:6]([N+:10]([O-:12])=[O:11])[CH:5]=1)=[O:3].[CH2:13]([CH:20]1[CH2:25][CH2:24][NH:23][CH2:22][CH2:21]1)[C:14]1[CH:19]=[CH:18][CH:17]=[CH:16][CH:15]=1.Cl.[CH2:27]=O. Product: [CH2:13]([CH:20]1[CH2:25][CH2:24][N:23]([CH2:27][CH2:1][C:2]([C:4]2[CH:9]=[CH:8][CH:7]=[C:6]([N+:10]([O-:12])=[O:11])[CH:5]=2)=[O:3])[CH2:22][CH2:21]1)[C:14]1[CH:19]=[CH:18][CH:17]=[CH:16][CH:15]=1. The catalyst class is: 653. (5) Reactant: [CH2:1]([C@H:8]1[N:13]([C:14]([C:16]2[N:17]=[CH:18][N:19]([C@@H:27]3[CH2:32][CH2:31][CH2:30][CH2:29][C@:28]3([CH2:34][CH:35]3[CH2:37][CH2:36]3)[OH:33])[C:20]=2[C:21]2[CH:26]=[CH:25][CH:24]=[CH:23][CH:22]=2)=[O:15])[CH2:12][CH2:11][N:10](C(OC(C)(C)C)=O)[CH2:9]1)[C:2]1[CH:7]=[CH:6][CH:5]=[CH:4][CH:3]=1.C(OCC)(=O)C.[ClH:51]. Product: [ClH:51].[CH2:1]([C@@H:8]1[CH2:9][NH:10][CH2:11][CH2:12][N:13]1[C:14]([C:16]1[N:17]=[CH:18][N:19]([C@@H:27]2[CH2:32][CH2:31][CH2:30][CH2:29][C@:28]2([CH2:34][CH:35]2[CH2:36][CH2:37]2)[OH:33])[C:20]=1[C:21]1[CH:22]=[CH:23][CH:24]=[CH:25][CH:26]=1)=[O:15])[C:2]1[CH:3]=[CH:4][CH:5]=[CH:6][CH:7]=1. The catalyst class is: 5. (6) Reactant: Cl[C:2]1[CH:7]=[CH:6][C:5]([O:8][C:9]2[CH:14]=[CH:13][CH:12]=[C:11]([N:15]3[CH2:19][CH2:18][CH2:17][CH2:16]3)[CH:10]=2)=[CH:4][N:3]=1.[F:20][C:21]1[CH:27]=[CH:26][C:24]([NH2:25])=[CH:23][C:22]=1[O:28][CH3:29].C1(P(C2C=CC=CC=2)C2C3OC4C(=CC=CC=4P(C4C=CC=CC=4)C4C=CC=CC=4)C(C)(C)C=3C=CC=2)C=CC=CC=1.C(=O)([O-])[O-].[Cs+].[Cs+]. Product: [F:20][C:21]1[CH:27]=[CH:26][C:24]([NH:25][C:2]2[CH:7]=[CH:6][C:5]([O:8][C:9]3[CH:14]=[CH:13][CH:12]=[C:11]([N:15]4[CH2:19][CH2:18][CH2:17][CH2:16]4)[CH:10]=3)=[CH:4][N:3]=2)=[CH:23][C:22]=1[O:28][CH3:29]. The catalyst class is: 155. (7) Reactant: [Br:1]Br.[CH3:3][N:4]1[C:8]([C:9]2[CH:14]=[CH:13][N:12]=[C:11]([NH:15][C:16]3[CH:21]=[CH:20][C:19]([S:22](=[O:29])(=[O:28])[NH:23][CH2:24][CH2:25][O:26][CH3:27])=[CH:18][CH:17]=3)[N:10]=2)=[CH:7][N:6]=[C:5]1[CH3:30].C(=O)([O-])O.[Na+]. Product: [Br:1][C:7]1[N:6]=[C:5]([CH3:30])[N:4]([CH3:3])[C:8]=1[C:9]1[CH:14]=[CH:13][N:12]=[C:11]([NH:15][C:16]2[CH:17]=[CH:18][C:19]([S:22](=[O:29])(=[O:28])[NH:23][CH2:24][CH2:25][O:26][CH3:27])=[CH:20][CH:21]=2)[N:10]=1. The catalyst class is: 86. (8) Reactant: [OH:1][C:2]1[CH:10]=[CH:9][C:8]([C:11]2[N:12]([C:27]([O:29][C:30]([CH3:33])([CH3:32])[CH3:31])=[O:28])[C:13]3[C:18]([CH:19]=2)=[CH:17][C:16]([CH2:20][N:21]2[CH2:26][CH2:25][CH2:24][CH2:23][CH2:22]2)=[CH:15][CH:14]=3)=[C:7]2[C:3]=1[CH2:4][NH:5][C:6]2=[O:34].C(N(CC)CC)C.[Cl:42][C:43]1[CH:48]=[CH:47][C:46]([S:49](Cl)(=[O:51])=[O:50])=[CH:45][CH:44]=1. Product: [Cl:42][C:43]1[CH:48]=[CH:47][C:46]([S:49]([O:1][C:2]2[CH:10]=[CH:9][C:8]([C:11]3[N:12]([C:27]([O:29][C:30]([CH3:31])([CH3:33])[CH3:32])=[O:28])[C:13]4[C:18]([CH:19]=3)=[CH:17][C:16]([CH2:20][N:21]3[CH2:26][CH2:25][CH2:24][CH2:23][CH2:22]3)=[CH:15][CH:14]=4)=[C:7]3[C:3]=2[CH2:4][NH:5][C:6]3=[O:34])(=[O:51])=[O:50])=[CH:45][CH:44]=1. The catalyst class is: 10. (9) Reactant: [CH2:1]([N:8]1[CH2:13][CH2:12][NH:11][CH2:10][C@@H:9]1[CH3:14])[C:2]1[CH:7]=[CH:6][CH:5]=[CH:4][CH:3]=1.[CH3:15][N:16]1[CH2:21][CH2:20][C:19](=O)[CH2:18][CH2:17]1.C(O)(=O)C.C(O[BH-](OC(=O)C)OC(=O)C)(=O)C.[Na+]. Product: [CH2:1]([N:8]1[CH2:13][CH2:12][N:11]([CH:19]2[CH2:20][CH2:21][N:16]([CH3:15])[CH2:17][CH2:18]2)[CH2:10][C@@H:9]1[CH3:14])[C:2]1[CH:7]=[CH:6][CH:5]=[CH:4][CH:3]=1. The catalyst class is: 8.